Task: Predict the reaction yield, written as a fraction of the theoretical maximum amount of product (1.0 means a 100% yield; for example, 0.34 means a 34% yield).. Dataset: Reaction yield outcomes from USPTO patents with 853,638 reactions The reactants are [B-](F)(F)(F)F.[N:6]#[O+].[CH:8]([C:11]1[CH:16]=[CH:15][C:14]([CH:17]2[C:21]3([CH2:26][CH2:25][N:24]([CH3:27])[CH2:23][CH2:22]3)[O:20][C:19]3[C:28]([CH3:34])=[C:29]([CH3:33])[CH:30]=[C:31]([CH3:32])[C:18]2=3)=[CH:13][CH:12]=1)([CH3:10])[CH3:9].[OH-].[Na+]. The catalyst is C(#N)C. The product is [CH:8]([C:11]1[CH:16]=[CH:15][C:14]([CH:17]2[C:21]3([CH2:22][CH2:23][N:24]([CH3:27])[CH2:25][CH2:26]3)[O:20][C:19]3[C:28]([CH3:34])=[C:29]([CH3:33])[C:30]([NH2:6])=[C:31]([CH3:32])[C:18]2=3)=[CH:13][CH:12]=1)([CH3:10])[CH3:9]. The yield is 0.830.